This data is from Full USPTO retrosynthesis dataset with 1.9M reactions from patents (1976-2016). The task is: Predict the reactants needed to synthesize the given product. (1) Given the product [Cl:1][CH2:2][CH2:3][CH2:4][NH:5][C:6]([C:8]1[CH:9]=[N:10][N:11]2[CH:16]=[CH:15][C:14]([N:17]3[C@@H:18]([C:21]4[C:22]([O:28][CH3:29])=[N:23][CH:24]=[C:25]([F:27])[CH:26]=4)[CH2:19][O:20][C:35]3=[O:36])=[N:13][C:12]=12)=[O:7], predict the reactants needed to synthesize it. The reactants are: [Cl:1][CH2:2][CH2:3][CH2:4][NH:5][C:6]([C:8]1[CH:9]=[N:10][N:11]2[CH:16]=[CH:15][C:14]([NH:17][C@@H:18]([C:21]3[C:22]([O:28][CH3:29])=[N:23][CH:24]=[C:25]([F:27])[CH:26]=3)[CH2:19][OH:20])=[N:13][C:12]=12)=[O:7].C1N=CN([C:35](N2C=NC=C2)=[O:36])C=1. (2) Given the product [Cl:1][C:2]1[C:7]([CH:8]([CH3:10])[CH3:9])=[CH:6][C:5]([NH2:11])=[C:4]([O:12][CH3:13])[CH:3]=1, predict the reactants needed to synthesize it. The reactants are: [Cl:1][C:2]1[C:7]([C:8]([CH3:10])=[CH2:9])=[CH:6][C:5]([NH2:11])=[C:4]([O:12][CH3:13])[CH:3]=1. (3) Given the product [CH2:11]([C:10]([OH:15])([CH2:13][CH3:14])[CH2:9][S:8][C:4]1[CH:3]=[C:2](/[CH:18]=[CH:17]/[CH2:16][NH:19][C:20](=[O:25])[C:21]([F:24])([F:23])[F:22])[CH:7]=[CH:6][CH:5]=1)[CH3:12], predict the reactants needed to synthesize it. The reactants are: Br[C:2]1[CH:3]=[C:4]([S:8][CH2:9][C:10]([OH:15])([CH2:13][CH3:14])[CH2:11][CH3:12])[CH:5]=[CH:6][CH:7]=1.[CH2:16]([NH:19][C:20](=[O:25])[C:21]([F:24])([F:23])[F:22])[CH:17]=[CH2:18].C1(C)C=CC=CC=1P(C1C=CC=CC=1C)C1C=CC=CC=1C.CCN(CC)CC. (4) Given the product [Br:1][C:2]1[C:3]([CH:17]2[O:18][CH2:19][CH2:20][O:21]2)=[CH:4][C:5]2[C:6]([CH3:15])([CH3:16])[C:7](=[O:14])[CH2:8][C:9]([CH3:12])([CH3:13])[C:10]=2[CH:11]=1, predict the reactants needed to synthesize it. The reactants are: [Br:1][C:2]1[C:3]([CH:17]2[O:21][CH2:20][CH2:19][O:18]2)=[CH:4][C:5]2[C:6]([CH3:16])([CH3:15])[CH:7]([OH:14])[CH2:8][C:9]([CH3:13])([CH3:12])[C:10]=2[CH:11]=1.CC(OI1(OC(C)=O)(OC(C)=O)OC(=O)C2C=CC=CC1=2)=O.C(=O)(O)[O-].[Na+].S([O-])([O-])(=O)=S.[Na+].[Na+]. (5) Given the product [F:33][C:34]1[CH:39]=[C:38]2[C:37]([CH:40]([CH3:62])[CH:41]([CH3:61])[C:42]([OH:60])([C:56]([F:58])([F:57])[F:59])[CH:43]2[NH:44][C:45]2[CH:54]=[CH:53][CH:52]=[C:51]3[C:46]=2[CH:47]=[CH:48][C:49](=[O:55])[NH:50]3)=[C:36]([OH:63])[CH:35]=1, predict the reactants needed to synthesize it. The reactants are: FC1C=CC(C(CC)CC(O)(C(F)(F)F)C=C2CC3C(=CC=CC=3)N(N)C2=O)=C(OC)C=1.[F:33][C:34]1[CH:39]=[CH:38][C:37]([CH:40]([CH3:62])[CH:41]([CH3:61])[C:42]([OH:60])([C:56]([F:59])([F:58])[F:57])[CH:43]=[N:44][C:45]2[CH:54]=[CH:53][CH:52]=[C:51]3[C:46]=2[CH:47]=[CH:48][C:49](=[O:55])[NH:50]3)=[C:36]([O:63]C)[CH:35]=1.B(Br)(Br)Br. (6) Given the product [CH:9]1([CH2:8][N:7]2[C:2]3[N:1]=[C:23]([CH2:24][C:25]4[CH:26]=[CH:27][C:28]([N:31]([CH3:32])[S:33]([C:36]5[C:37]([CH3:43])=[N:38][N:39]([CH3:42])[C:40]=5[Cl:41])(=[O:35])=[O:34])=[CH:29][CH:30]=4)[NH:22][C:3]=3[C:4](=[O:21])[N:5]([CH2:13][C:14]3[CH:19]=[CH:18][CH:17]=[CH:16][C:15]=3[F:20])[C:6]2=[O:12])[CH2:11][CH2:10]1, predict the reactants needed to synthesize it. The reactants are: [NH2:1][C:2]1[N:7]([CH2:8][CH:9]2[CH2:11][CH2:10]2)[C:6](=[O:12])[N:5]([CH2:13][C:14]2[CH:19]=[CH:18][CH:17]=[CH:16][C:15]=2[F:20])[C:4](=[O:21])[C:3]=1[NH:22][C:23](=O)[CH2:24][C:25]1[CH:30]=[CH:29][C:28]([N:31]([S:33]([C:36]2[C:37]([CH3:43])=[N:38][N:39]([CH3:42])[C:40]=2[Cl:41])(=[O:35])=[O:34])[CH3:32])=[CH:27][CH:26]=1.[OH-].[Na+]. (7) Given the product [CH2:1]([C:3]1[CH:4]=[C:5]2[C:10](=[CH:11][C:12]=1[OH:13])[O:9][CH:8]([C:15]([F:16])([F:17])[F:18])[C:7]([C:19]([O:21][CH2:22][CH3:23])=[O:20])=[CH:6]2)[CH3:2], predict the reactants needed to synthesize it. The reactants are: [CH2:1]([C:3]1[CH:4]=[C:5]2[C:10](=[CH:11][C:12]=1[O:13]C)[O:9][CH:8]([C:15]([F:18])([F:17])[F:16])[C:7]([C:19]([O:21][CH2:22][CH3:23])=[O:20])=[CH:6]2)[CH3:2].B(Br)(Br)Br.